From a dataset of Forward reaction prediction with 1.9M reactions from USPTO patents (1976-2016). Predict the product of the given reaction. (1) Given the reactants Cl.[CH2:2]([O:4][C:5](=[O:10])[CH2:6][CH2:7][CH2:8][NH2:9])[CH3:3].[O:11]1[C:15]2[CH:16]=[C:17]([CH:20]=O)[CH:18]=[CH:19][C:14]=2[CH:13]=[CH:12]1.[O-]S([O-])(=O)=O.[Mg+2].[BH4-].[Na+], predict the reaction product. The product is: [CH2:2]([O:4][C:5](=[O:10])[CH2:6][CH2:7][CH2:8][NH:9][CH2:20][C:17]1[CH:18]=[CH:19][C:14]2[CH:13]=[CH:12][O:11][C:15]=2[CH:16]=1)[CH3:3]. (2) Given the reactants [Cl:1][C:2]1[CH:3]=[N+:4]([O-:46])[CH:5]=[C:6]([Cl:45])[C:7]=1[CH2:8][C@@H:9]([C:30]1[CH:35]=[CH:34][C:33]([O:36][CH:37]([F:39])[F:38])=[C:32]([O:40][CH2:41][CH:42]2[CH2:44][CH2:43]2)[CH:31]=1)[O:10][C:11](=[O:29])[NH:12][CH2:13][C:14]1[CH:19]=[CH:18][C:17]([N:20](S(C)(=O)=O)[S:21]([CH3:24])(=[O:23])=[O:22])=[CH:16][CH:15]=1.C(=O)([O-])[O-].[K+].[K+], predict the reaction product. The product is: [Cl:1][C:2]1[CH:3]=[N+:4]([O-:46])[CH:5]=[C:6]([Cl:45])[C:7]=1[CH2:8][C@@H:9]([C:30]1[CH:35]=[CH:34][C:33]([O:36][CH:37]([F:38])[F:39])=[C:32]([O:40][CH2:41][CH:42]2[CH2:44][CH2:43]2)[CH:31]=1)[O:10][C:11](=[O:29])[NH:12][CH2:13][C:14]1[CH:19]=[CH:18][C:17]([NH:20][S:21]([CH3:24])(=[O:23])=[O:22])=[CH:16][CH:15]=1. (3) Given the reactants [OH:1][C:2]1[N:7]=[C:6]([C:8]([OH:10])=O)[CH:5]=[CH:4][CH:3]=1.C1CCC(N=C=NC2CCCCC2)CC1.[CH3:26][C@@H:27]1[CH2:31][CH2:30][CH2:29][N:28]1[CH2:32][CH2:33][C:34]1[CH:39]=[CH:38][C:37]([C:40]2[CH:41]=[C:42]3[C:47](=[CH:48][CH:49]=2)[CH2:46][NH:45][CH2:44][CH2:43]3)=[CH:36][CH:35]=1.C(N(CC)CC)C, predict the reaction product. The product is: [OH:1][C:2]1[N:7]=[C:6]([C:8]([N:45]2[CH2:44][CH2:43][C:42]3[C:47](=[CH:48][CH:49]=[C:40]([C:37]4[CH:38]=[CH:39][C:34]([CH2:33][CH2:32][N:28]5[CH2:29][CH2:30][CH2:31][C@H:27]5[CH3:26])=[CH:35][CH:36]=4)[CH:41]=3)[CH2:46]2)=[O:10])[CH:5]=[CH:4][CH:3]=1.